From a dataset of NCI-60 drug combinations with 297,098 pairs across 59 cell lines. Regression. Given two drug SMILES strings and cell line genomic features, predict the synergy score measuring deviation from expected non-interaction effect. (1) Drug 1: C1CC(=O)NC(=O)C1N2CC3=C(C2=O)C=CC=C3N. Drug 2: C1CC(C1)(C(=O)O)C(=O)O.[NH2-].[NH2-].[Pt+2]. Cell line: SW-620. Synergy scores: CSS=31.5, Synergy_ZIP=-9.22, Synergy_Bliss=-3.10, Synergy_Loewe=-0.463, Synergy_HSA=-0.439. (2) Drug 1: CC1=C(C(=CC=C1)Cl)NC(=O)C2=CN=C(S2)NC3=CC(=NC(=N3)C)N4CCN(CC4)CCO. Drug 2: C1C(C(OC1N2C=NC(=NC2=O)N)CO)O. Cell line: UACC62. Synergy scores: CSS=-1.63, Synergy_ZIP=-0.927, Synergy_Bliss=-1.21, Synergy_Loewe=-4.82, Synergy_HSA=-4.14. (3) Drug 1: C1=NC2=C(N=C(N=C2N1C3C(C(C(O3)CO)O)F)Cl)N. Drug 2: C(CCl)NC(=O)N(CCCl)N=O. Cell line: SR. Synergy scores: CSS=36.5, Synergy_ZIP=0.977, Synergy_Bliss=-0.375, Synergy_Loewe=-3.77, Synergy_HSA=-3.13. (4) Drug 1: CC1C(C(=O)NC(C(=O)N2CCCC2C(=O)N(CC(=O)N(C(C(=O)O1)C(C)C)C)C)C(C)C)NC(=O)C3=C4C(=C(C=C3)C)OC5=C(C(=O)C(=C(C5=N4)C(=O)NC6C(OC(=O)C(N(C(=O)CN(C(=O)C7CCCN7C(=O)C(NC6=O)C(C)C)C)C)C(C)C)C)N)C. Drug 2: C1CNP(=O)(OC1)N(CCCl)CCCl. Cell line: HCC-2998. Synergy scores: CSS=18.8, Synergy_ZIP=-7.80, Synergy_Bliss=-5.14, Synergy_Loewe=-46.8, Synergy_HSA=-4.57. (5) Drug 1: C1=CN(C(=O)N=C1N)C2C(C(C(O2)CO)O)O.Cl. Drug 2: CC1=C(C(=CC=C1)Cl)NC(=O)C2=CN=C(S2)NC3=CC(=NC(=N3)C)N4CCN(CC4)CCO. Cell line: SF-295. Synergy scores: CSS=14.4, Synergy_ZIP=-4.63, Synergy_Bliss=-0.846, Synergy_Loewe=-3.99, Synergy_HSA=-1.50. (6) Drug 1: CC1=C2C(C(=O)C3(C(CC4C(C3C(C(C2(C)C)(CC1OC(=O)C(C(C5=CC=CC=C5)NC(=O)C6=CC=CC=C6)O)O)OC(=O)C7=CC=CC=C7)(CO4)OC(=O)C)O)C)OC(=O)C. Drug 2: B(C(CC(C)C)NC(=O)C(CC1=CC=CC=C1)NC(=O)C2=NC=CN=C2)(O)O. Cell line: MCF7. Synergy scores: CSS=23.6, Synergy_ZIP=-14.2, Synergy_Bliss=-8.54, Synergy_Loewe=-5.58, Synergy_HSA=-5.09. (7) Drug 1: COC1=C2C(=CC3=C1OC=C3)C=CC(=O)O2. Drug 2: COCCOC1=C(C=C2C(=C1)C(=NC=N2)NC3=CC=CC(=C3)C#C)OCCOC.Cl. Cell line: NCI/ADR-RES. Synergy scores: CSS=-6.44, Synergy_ZIP=3.12, Synergy_Bliss=0.169, Synergy_Loewe=-11.3, Synergy_HSA=-10.2.